Dataset: Catalyst prediction with 721,799 reactions and 888 catalyst types from USPTO. Task: Predict which catalyst facilitates the given reaction. (1) Reactant: Br[C:2]1[C:10]2[C:9]([NH:11][C@H:12]([C:14]3[N:19]([C:20]4[CH:25]=[CH:24][CH:23]=[CH:22][CH:21]=4)[C:18](=[O:26])[C:17]4=[C:27]([CH3:30])[CH:28]=[CH:29][N:16]4[N:15]=3)[CH3:13])=[N:8][CH:7]=[N:6][C:5]=2[N:4]([CH2:31][O:32][CH2:33][CH2:34][Si:35]([CH3:38])([CH3:37])[CH3:36])[CH:3]=1.[CH3:39][S:40]([NH:43][C:44]1[CH:45]=[C:46](B(O)O)[CH:47]=[CH:48][CH:49]=1)(=[O:42])=[O:41].C(=O)([O-])[O-].[Na+].[Na+]. Product: [CH3:30][C:27]1[CH:28]=[CH:29][N:16]2[C:17]=1[C:18](=[O:26])[N:19]([C:20]1[CH:25]=[CH:24][CH:23]=[CH:22][CH:21]=1)[C:14]([C@@H:12]([NH:11][C:9]1[C:10]3[C:2]([C:48]4[CH:49]=[C:44]([NH:43][S:40]([CH3:39])(=[O:41])=[O:42])[CH:45]=[CH:46][CH:47]=4)=[CH:3][N:4]([CH2:31][O:32][CH2:33][CH2:34][Si:35]([CH3:37])([CH3:38])[CH3:36])[C:5]=3[N:6]=[CH:7][N:8]=1)[CH3:13])=[N:15]2. The catalyst class is: 235. (2) Reactant: Cl.[NH2:2][CH2:3][C:4]1[C:9]([CH2:10][CH3:11])=[N:8][C:7]2[N:12]([CH2:15][CH3:16])[N:13]=[CH:14][C:6]=2[C:5]=1[NH:17][CH:18]1[CH2:23][CH2:22][O:21][CH2:20][CH2:19]1.[CH3:24][C:25]([CH3:32])([C:29](O)=[O:30])[C:26]([OH:28])=[O:27].CN(C(ON1N=NC2C=CC=CC1=2)=[N+](C)C)C.F[P-](F)(F)(F)(F)F.CCN(CC)CC. Product: [CH2:15]([N:12]1[C:7]2=[N:8][C:9]([CH2:10][CH3:11])=[C:4]([CH2:3][NH:2][C:29](=[O:30])[C:25]([CH3:32])([CH3:24])[C:26]([OH:28])=[O:27])[C:5]([NH:17][CH:18]3[CH2:19][CH2:20][O:21][CH2:22][CH2:23]3)=[C:6]2[CH:14]=[N:13]1)[CH3:16]. The catalyst class is: 2.